Dataset: NCI-60 drug combinations with 297,098 pairs across 59 cell lines. Task: Regression. Given two drug SMILES strings and cell line genomic features, predict the synergy score measuring deviation from expected non-interaction effect. (1) Drug 1: CNC(=O)C1=CC=CC=C1SC2=CC3=C(C=C2)C(=NN3)C=CC4=CC=CC=N4. Drug 2: C1=CC(=CC=C1CCC2=CNC3=C2C(=O)NC(=N3)N)C(=O)NC(CCC(=O)O)C(=O)O. Cell line: 786-0. Synergy scores: CSS=19.9, Synergy_ZIP=-0.173, Synergy_Bliss=-0.696, Synergy_Loewe=-9.71, Synergy_HSA=-0.943. (2) Drug 1: CS(=O)(=O)CCNCC1=CC=C(O1)C2=CC3=C(C=C2)N=CN=C3NC4=CC(=C(C=C4)OCC5=CC(=CC=C5)F)Cl. Drug 2: CC1C(C(CC(O1)OC2CC(OC(C2O)C)OC3=CC4=CC5=C(C(=O)C(C(C5)C(C(=O)C(C(C)O)O)OC)OC6CC(C(C(O6)C)O)OC7CC(C(C(O7)C)O)OC8CC(C(C(O8)C)O)(C)O)C(=C4C(=C3C)O)O)O)O. Cell line: NCI/ADR-RES. Synergy scores: CSS=5.53, Synergy_ZIP=-0.585, Synergy_Bliss=2.42, Synergy_Loewe=-2.38, Synergy_HSA=-0.806. (3) Drug 1: CC1=C2C(C(=O)C3(C(CC4C(C3C(C(C2(C)C)(CC1OC(=O)C(C(C5=CC=CC=C5)NC(=O)OC(C)(C)C)O)O)OC(=O)C6=CC=CC=C6)(CO4)OC(=O)C)OC)C)OC. Drug 2: CN1C(=O)N2C=NC(=C2N=N1)C(=O)N. Cell line: CAKI-1. Synergy scores: CSS=41.7, Synergy_ZIP=2.19, Synergy_Bliss=0.720, Synergy_Loewe=-27.0, Synergy_HSA=-0.0362.